Dataset: NCI-60 drug combinations with 297,098 pairs across 59 cell lines. Task: Regression. Given two drug SMILES strings and cell line genomic features, predict the synergy score measuring deviation from expected non-interaction effect. Drug 1: C1CC2CC3=C(CC1C24CN(S(=O)(=O)N4)CC(F)(F)F)C=CC(=C3)C=CCN5CCC(CC5)C(F)(F)F. Drug 2: C1=CC=C(C=C1)NC(=O)CCCCCCC(=O)NO. Cell line: HCT116. Synergy scores: CSS=71.6, Synergy_ZIP=4.84, Synergy_Bliss=4.35, Synergy_Loewe=-0.606, Synergy_HSA=7.63.